This data is from Full USPTO retrosynthesis dataset with 1.9M reactions from patents (1976-2016). The task is: Predict the reactants needed to synthesize the given product. Given the product [CH2:1]([N:8]1[C:9]2[C:10](=[N:11][C:12]([Cl:15])=[CH:13][CH:14]=2)[N:16]=[C:17]1[CH3:18])[C:2]1[CH:7]=[CH:6][CH:5]=[CH:4][CH:3]=1, predict the reactants needed to synthesize it. The reactants are: [CH2:1]([NH:8][C:9]1[C:10]([NH2:16])=[N:11][C:12]([Cl:15])=[CH:13][CH:14]=1)[C:2]1[CH:7]=[CH:6][CH:5]=[CH:4][CH:3]=1.[C:17](OCC)(OCC)(OCC)[CH3:18].C1(C)C=CC(S(O)(=O)=O)=CC=1.